This data is from Full USPTO retrosynthesis dataset with 1.9M reactions from patents (1976-2016). The task is: Predict the reactants needed to synthesize the given product. (1) Given the product [CH:15]12[N:11]([C:4]3[CH:5]=[CH:6][C:7]([N+:8]([O-:10])=[O:9])=[C:2]([C:34]#[C:33][CH2:32][N:31]([CH3:35])[CH3:30])[CH:3]=3)[CH:12]([CH2:17][CH2:16]1)[CH2:13][CH2:14]2, predict the reactants needed to synthesize it. The reactants are: Br[C:2]1[CH:3]=[C:4]([N:11]2[CH:15]3[CH2:16][CH2:17][CH:12]2[CH2:13][CH2:14]3)[CH:5]=[CH:6][C:7]=1[N+:8]([O-:10])=[O:9].CN(C=O)C.C(N(CC)CC)C.[CH3:30][N:31]([CH3:35])[CH2:32][C:33]#[CH:34]. (2) The reactants are: [CH:1]([C:3]1[CH:8]=[CH:7][C:6]([B:9]([O-:17])[O:10]C(C(C)(C)C)C)=[CH:5][CH:4]=1)=[O:2]. Given the product [OH:2][CH2:1][C:3]1[CH:4]=[CH:5][C:6]([B:9]([OH:17])[OH:10])=[CH:7][CH:8]=1, predict the reactants needed to synthesize it. (3) Given the product [CH3:24][N:22]1[CH:23]=[C:19]([NH:18][C:15]2[N:14]=[C:13]3[NH:9][N:10]=[CH:11][C:12]3=[CH:17][N:16]=2)[CH:20]=[N:21]1, predict the reactants needed to synthesize it. The reactants are: FC1N=C(C[N:9]2[C:13]3=[N:14][C:15]([NH:18][C:19]4[CH:20]=[N:21][N:22]([CH3:24])[CH:23]=4)=[N:16][CH:17]=[C:12]3[CH:11]=[N:10]2)C=CC=1.